This data is from Catalyst prediction with 721,799 reactions and 888 catalyst types from USPTO. The task is: Predict which catalyst facilitates the given reaction. (1) Reactant: [C:1]([Si:5]([O:8][CH2:9][C:10]1[CH:15]=[CH:14][CH:13]=[C:12]([C:16]#[C:17][Si](C)(C)C)[C:11]=1[F:22])([CH3:7])[CH3:6])([CH3:4])([CH3:3])[CH3:2].CCO.C(=O)([O-])[O-].[K+].[K+].O. Product: [C:1]([Si:5]([O:8][CH2:9][C:10]1[CH:15]=[CH:14][CH:13]=[C:12]([C:16]#[CH:17])[C:11]=1[F:22])([CH3:7])[CH3:6])([CH3:4])([CH3:3])[CH3:2]. The catalyst class is: 22. (2) Reactant: OC(C(F)(F)F)=O.[F:8][C:9]([F:25])([F:24])[C:10]1[CH:15]=[CH:14][CH:13]=[CH:12][C:11]=1[C:16]1[CH2:17][C@@H:18]2[CH2:22][NH:21][CH2:20][C@@H:19]2[CH:23]=1.[N:26]([C:29]1[CH:38]=[CH:37][CH:36]=[CH:35][C:30]=1[C:31]([O:33][CH3:34])=[O:32])=[C:27]=[O:28].CCN(CC)CC. Product: [F:25][C:9]([F:8])([F:24])[C:10]1[CH:15]=[CH:14][CH:13]=[CH:12][C:11]=1[C:16]1[CH2:17][C@@H:18]2[CH2:22][N:21]([C:27]([NH:26][C:29]3[CH:38]=[CH:37][CH:36]=[CH:35][C:30]=3[C:31]([O:33][CH3:34])=[O:32])=[O:28])[CH2:20][C@@H:19]2[CH:23]=1. The catalyst class is: 250. (3) Reactant: [OH:1]/[N:2]=[C:3](/[NH2:7])\[CH:4]([CH3:6])[CH3:5].[Cl:8][CH2:9][CH2:10][C:11](O)=O.C1(N=C=NC2CCCCC2)CCCCC1. Product: [Cl:8][CH2:9][CH2:10][C:11]1[O:1][N:2]=[C:3]([CH:4]([CH3:6])[CH3:5])[N:7]=1. The catalyst class is: 12.